Dataset: Full USPTO retrosynthesis dataset with 1.9M reactions from patents (1976-2016). Task: Predict the reactants needed to synthesize the given product. (1) Given the product [Cl:26][C:19]1[C:18]2[C:13](=[CH:14][CH:15]=[C:16]([F:21])[CH:17]=2)[N:12]([CH3:22])[C:11](=[O:23])[C:10]=1[C:8]#[N:7], predict the reactants needed to synthesize it. The reactants are: C1([NH:7][C:8]([C:10]2[C:11](=[O:23])[N:12]([CH3:22])[C:13]3[C:18]([C:19]=2O)=[CH:17][C:16]([F:21])=[CH:15][CH:14]=3)=O)CCCCC1.P(Cl)(Cl)([Cl:26])=O. (2) Given the product [N+:1]([C:4]1[CH:9]=[CH:8][C:7]([CH2:10][C:11]2[O:17][C:16](=[O:18])[C:15]3[CH:19]=[CH:20][CH:21]=[CH:22][C:14]=3[N:13]=2)=[CH:6][CH:5]=1)([O-:3])=[O:2], predict the reactants needed to synthesize it. The reactants are: [N+:1]([C:4]1[CH:9]=[CH:8][C:7]([CH2:10][C:11]([NH:13][C:14]2[CH:22]=[CH:21][CH:20]=[CH:19][C:15]=2[C:16]([OH:18])=[O:17])=O)=[CH:6][CH:5]=1)([O-:3])=[O:2]. (3) Given the product [F:12][C:9]1[CH:10]=[CH:11][C:6]([NH:5][C:3](=[O:4])[CH2:2][NH:13][CH2:14][CH2:15][OH:16])=[CH:7][CH:8]=1, predict the reactants needed to synthesize it. The reactants are: Cl[CH2:2][C:3]([NH:5][C:6]1[CH:11]=[CH:10][C:9]([F:12])=[CH:8][CH:7]=1)=[O:4].[NH2:13][CH2:14][CH2:15][OH:16].C(OC(C)C)(=O)C. (4) Given the product [Cl:1][C:2]1[C:11]2[C:6](=[CH:7][CH:8]=[CH:9][CH:10]=2)[CH:5]=[C:4]([CH3:12])[C:3]=1[C@H:13]([O:35][C:42]([CH3:43])([CH3:50])[C:41]([O:40][CH2:38][CH3:39])=[O:47])[CH2:14][O:15][C:16]([C:29]1[CH:34]=[CH:33][CH:32]=[CH:31][CH:30]=1)([C:17]1[CH:22]=[CH:21][CH:20]=[CH:19][CH:18]=1)[C:23]1[CH:24]=[CH:25][CH:26]=[CH:27][CH:28]=1, predict the reactants needed to synthesize it. The reactants are: [Cl:1][C:2]1[C:11]2[C:6](=[CH:7][CH:8]=[CH:9][CH:10]=2)[CH:5]=[C:4]([CH3:12])[C:3]=1[C@H:13]([OH:35])[CH2:14][O:15][C:16]([C:29]1[CH:34]=[CH:33][CH:32]=[CH:31][CH:30]=1)([C:23]1[CH:28]=[CH:27][CH:26]=[CH:25][CH:24]=1)[C:17]1[CH:22]=[CH:21][CH:20]=[CH:19][CH:18]=1.[H-].[Na+].[CH2:38]([O:40][C:41](=[O:47])[CH:42](Br)[CH2:43]CC)[CH3:39].[NH4+].[Cl-].[CH3:50]N(C=O)C. (5) The reactants are: Br[C:2]1[CH:7]=[CH:6][C:5]([S:8]([N:11]2[CH2:15][CH2:14][CH2:13][C@@H:12]2[CH2:16][OH:17])(=[O:10])=[O:9])=[CH:4][CH:3]=1.[NH2:18][C:19]1[CH:20]=[C:21](B(O)O)[CH:22]=[CH:23][CH:24]=1.C(=O)([O-])[O-].[K+].[K+].O. Given the product [NH2:18][C:19]1[CH:24]=[C:23]([C:2]2[CH:7]=[CH:6][C:5]([S:8]([N:11]3[CH2:15][CH2:14][CH2:13][C@@H:12]3[CH2:16][OH:17])(=[O:10])=[O:9])=[CH:4][CH:3]=2)[CH:22]=[CH:21][CH:20]=1, predict the reactants needed to synthesize it. (6) Given the product [CH3:8][N:7]1[C:6](=[O:9])[CH:5]=[C:4]([C:10]2[CH:15]=[CH:14][N:13]=[CH:12][N:11]=2)[N:3]=[C:2]1[N:31]1[CH2:32][CH2:33][O:34][C@@H:29]([C:26]2[CH:27]=[CH:28][C:23]([C:20]3[N:19]=[C:18]([CH3:17])[O:22][N:21]=3)=[CH:24][CH:25]=2)[CH2:30]1, predict the reactants needed to synthesize it. The reactants are: Cl[C:2]1[N:7]([CH3:8])[C:6](=[O:9])[CH:5]=[C:4]([C:10]2[CH:15]=[CH:14][N:13]=[CH:12][N:11]=2)[N:3]=1.Cl.[CH3:17][C:18]1[O:22][N:21]=[C:20]([C:23]2[CH:28]=[CH:27][C:26]([C@@H:29]3[O:34][CH2:33][CH2:32][NH:31][CH2:30]3)=[CH:25][CH:24]=2)[N:19]=1.C(N(CC)CC)C. (7) Given the product [CH3:1][O:10][C:9](=[O:11])[C:8]1[CH:12]=[C:13]([CH3:15])[N:14]=[C:6]([NH2:5])[CH:7]=1, predict the reactants needed to synthesize it. The reactants are: [C:1](Cl)(=O)C.[NH2:5][C:6]1[CH:7]=[C:8]([CH:12]=[C:13]([CH3:15])[N:14]=1)[C:9]([OH:11])=[O:10]. (8) The reactants are: [O:1]([CH2:8][C:9]1[CH:10]=[CH:11][C:12]([CH2:15][N:16]2C(=O)C3C(=CC=CC=3)C2=O)=[N:13][CH:14]=1)[C:2]1[CH:7]=[CH:6][CH:5]=[CH:4][CH:3]=1.O.NN. Given the product [O:1]([CH2:8][C:9]1[CH:10]=[CH:11][C:12]([CH2:15][NH2:16])=[N:13][CH:14]=1)[C:2]1[CH:3]=[CH:4][CH:5]=[CH:6][CH:7]=1, predict the reactants needed to synthesize it.